From a dataset of Catalyst prediction with 721,799 reactions and 888 catalyst types from USPTO. Predict which catalyst facilitates the given reaction. (1) The catalyst class is: 55. Product: [Cl:23][C:12]1[CH:13]=[C:14]([C:15]2[CH:20]=[CH:19][C:18]([S:21][CH3:22])=[CH:17][CH:16]=2)[C:9]([OH:8])=[N:10][CH:11]=1. Reactant: C([O:8][C:9]1[C:14]([C:15]2[CH:20]=[CH:19][C:18]([S:21][CH3:22])=[CH:17][CH:16]=2)=[CH:13][C:12]([Cl:23])=[CH:11][N:10]=1)C1C=CC=CC=1. (2) Reactant: O=[C:2]([C:9]1[CH:14]=[CH:13][CH:12]=[CH:11][CH:10]=1)[CH2:3][C:4](OCC)=[O:5].[C:15]([CH2:17][C:18]([NH2:20])=[O:19])#[N:16].[OH-].[K+]. Product: [OH:19][C:18]1[C:17]([C:15]#[N:16])=[C:2]([C:9]2[CH:14]=[CH:13][CH:12]=[CH:11][CH:10]=2)[CH:3]=[C:4]([OH:5])[N:20]=1. The catalyst class is: 8. (3) Product: [F:22][C:23]1[CH:24]=[CH:25][C:26]([C:27]([CH:29]2[CH2:34][CH2:33][N:32]([CH2:2][CH2:3][CH2:4][CH2:5][N:6]3[C:10]4[C:11](=[N:19][OH:20])[CH2:12][CH2:13][N:14]([CH3:18])[S:15](=[O:17])(=[O:16])[C:9]=4[CH:8]=[CH:7]3)[CH2:31][CH2:30]2)=[O:28])=[CH:35][CH:36]=1. Reactant: Cl[CH2:2][CH2:3][CH2:4][CH2:5][N:6]1[C:10]2[C:11](=[N:19][OH:20])[CH2:12][CH2:13][N:14]([CH3:18])[S:15](=[O:17])(=[O:16])[C:9]=2[CH:8]=[CH:7]1.Cl.[F:22][C:23]1[CH:36]=[CH:35][C:26]([C:27]([CH:29]2[CH2:34][CH2:33][NH:32][CH2:31][CH2:30]2)=[O:28])=[CH:25][CH:24]=1.C(=O)([O-])O.[Na+].[I-].[Na+]. The catalyst class is: 10. (4) Reactant: C([O:4][CH2:5][CH2:6][CH2:7][N:8]1[C:13](=[O:14])[C:12]2[N:15]([CH3:30])[C:16]([C:19]3[CH:24]=[CH:23][CH:22]=[C:21]([O:25][C:26]([F:29])([F:28])[F:27])[CH:20]=3)=[C:17]([CH3:18])[C:11]=2[N:10]([CH3:31])[C:9]1=[O:32])(=O)C.O[Li].O. Product: [OH:4][CH2:5][CH2:6][CH2:7][N:8]1[C:13](=[O:14])[C:12]2[N:15]([CH3:30])[C:16]([C:19]3[CH:24]=[CH:23][CH:22]=[C:21]([O:25][C:26]([F:29])([F:28])[F:27])[CH:20]=3)=[C:17]([CH3:18])[C:11]=2[N:10]([CH3:31])[C:9]1=[O:32]. The catalyst class is: 569. (5) The catalyst class is: 16. Reactant: Cl.Cl[CH2:3][CH2:4][N:5]1[CH2:10][CH2:9][O:8][CH2:7][CH2:6]1.[OH-].[K+].[CH3:13][O:14][C:15]1[CH:16]=[C:17]2[C:21](=[CH:22][CH:23]=1)[NH:20][C:19]([CH3:24])=[CH:18]2. Product: [CH3:13][O:14][C:15]1[CH:16]=[C:17]2[C:21](=[CH:22][CH:23]=1)[N:20]([CH2:3][CH2:4][N:5]1[CH2:10][CH2:9][O:8][CH2:7][CH2:6]1)[C:19]([CH3:24])=[CH:18]2. (6) Reactant: N[C:2]1[N:6]([C:7]2[CH:12]=[CH:11][C:10]([OH:13])=[CH:9][C:8]=2[F:14])[N:5]=[C:4]([CH3:15])[C:3]=1[C:16]#[N:17].[I:18]CI.N(OCCC(C)C)=O. Product: [F:14][C:8]1[CH:9]=[C:10]([OH:13])[CH:11]=[CH:12][C:7]=1[N:6]1[C:2]([I:18])=[C:3]([C:16]#[N:17])[C:4]([CH3:15])=[N:5]1. The catalyst class is: 496.